This data is from Reaction yield outcomes from USPTO patents with 853,638 reactions. The task is: Predict the reaction yield, written as a fraction of the theoretical maximum amount of product (1.0 means a 100% yield; for example, 0.34 means a 34% yield). (1) The reactants are [C:1]([CH2:4][C:5]1[CH:10]=[CH:9][C:8]([CH2:11][CH2:12][CH2:13][CH2:14]OS(C)(=O)=O)=[CH:7][CH:6]=1)([OH:3])=[O:2].[N-:20]=[N+:21]=[N-:22].[Na+]. The catalyst is CN(C=O)C. The product is [C:1]([CH2:4][C:5]1[CH:10]=[CH:9][C:8]([CH2:11][CH2:12][CH2:13][CH2:14][N:20]=[N+:21]=[N-:22])=[CH:7][CH:6]=1)([OH:3])=[O:2]. The yield is 0.850. (2) The reactants are OS(O)(=O)=O.[CH3:6][C:7](O)([CH3:9])[CH3:8].[Br:11][C:12]1[CH:17]=[CH:16][CH:15]=[CH:14][C:13]=1[SH:18].C([O-])(O)=O.[Na+]. The catalyst is CCOCC.O. The product is [Br:11][C:12]1[CH:17]=[CH:16][CH:15]=[CH:14][C:13]=1[S:18][C:7]([CH3:9])([CH3:8])[CH3:6]. The yield is 0.560. (3) The reactants are [CH2:1]([N:3]([CH2:11][C:12]1[CH:13]=[N:14][CH:15]=[C:16]([C:19]2[CH:20]=[C:21]3[C:25](=[CH:26][CH:27]=2)[N:24]([CH:28]2[CH2:33][CH2:32][CH2:31][CH2:30][O:29]2)[N:23]=[C:22]3[C:34]2[NH:35][C:36]([C:39]([NH:41][CH2:42][C:43]3C=N[CH:46]=[CH:47][CH:48]=3)=[O:40])=[CH:37][N:38]=2)[C:17]=1[CH3:18])[C:4](=[O:10])[O:5][C:6]([CH3:9])([CH3:8])[CH3:7])[CH3:2].C(OC(N(CC1C(C)=C(C2C=C3C(=CC=2)N(C2CCCCO2)N=C3C2NC(C(O)=O)=CN=2)C=NC=1)CC)=O)(C)(C)C.CCN(CC)CC.C1(N)CCCC1.CN(C(ON1N=NC2C=CC=NC1=2)=[N+](C)C)C.F[P-](F)(F)(F)(F)F. The catalyst is C(Cl)Cl. The product is [C:6]([O:5][C:4](=[O:10])[N:3]([CH2:11][C:12]1[CH:13]=[N:14][CH:15]=[C:16]([C:19]2[CH:20]=[C:21]3[C:25](=[CH:26][CH:27]=2)[N:24]([CH:28]2[CH2:33][CH2:32][CH2:31][CH2:30][O:29]2)[N:23]=[C:22]3[C:34]2[NH:35][C:36]([C:39]([NH:41][CH:42]3[CH2:43][CH2:48][CH2:47][CH2:46]3)=[O:40])=[CH:37][N:38]=2)[C:17]=1[CH3:18])[CH2:1][CH3:2])([CH3:8])([CH3:7])[CH3:9]. The yield is 0.610. (4) The reactants are [F:1][C:2]([F:19])([F:18])[C:3]1[CH:4]=[C:5]([PH:13](=[O:17])[O:14][CH2:15][CH3:16])[CH:6]=[C:7]([C:9]([F:12])([F:11])[F:10])[CH:8]=1.Br[C:21]1[CH:26]=[CH:25][C:24]([O:27][CH:28]([CH3:30])[CH3:29])=[C:23]([CH:31]=[CH2:32])[CH:22]=1.C(N(CC)CC)C. The catalyst is CN(C=O)C.C1C=CC(/C=C/C(/C=C/C2C=CC=CC=2)=O)=CC=1.C1C=CC(/C=C/C(/C=C/C2C=CC=CC=2)=O)=CC=1.C1C=CC(/C=C/C(/C=C/C2C=CC=CC=2)=O)=CC=1.[Pd].[Pd]. The product is [CH2:15]([O:14][P:13]([C:5]1[CH:4]=[C:3]([C:2]([F:1])([F:18])[F:19])[CH:8]=[C:7]([C:9]([F:12])([F:11])[F:10])[CH:6]=1)([C:21]1[CH:26]=[CH:25][C:24]([O:27][CH:28]([CH3:29])[CH3:30])=[C:23]([CH:31]=[CH2:32])[CH:22]=1)=[O:17])[CH3:16]. The yield is 0.0280. (5) The reactants are [Si]([O:8][CH:9]([C:22]1[O:23][C:24]([C:27]2[CH:32]=[C:31]([O:33][CH3:34])[CH:30]=[CH:29][N:28]=2)=[CH:25][N:26]=1)[CH2:10][CH2:11][CH2:12][CH2:13][CH2:14][CH2:15][C:16]1[CH:21]=[CH:20][CH:19]=[CH:18][CH:17]=1)(C(C)(C)C)(C)C.[Si](OC(C1OC([Sn](CCCC)(CCCC)CCCC)=CN=1)CCCCCCC1C=CC=CC=1)(C(C)(C)C)(C)C.ClC1C=C(OC)C=CN=1. No catalyst specified. The product is [CH3:34][O:33][C:31]1[CH:30]=[CH:29][N:28]=[C:27]([C:24]2[O:23][C:22]([C:9](=[O:8])[CH2:10][CH2:11][CH2:12][CH2:13][CH2:14][CH2:15][C:16]3[CH:17]=[CH:18][CH:19]=[CH:20][CH:21]=3)=[N:26][CH:25]=2)[CH:32]=1. The yield is 0.610. (6) The reactants are [CH3:1][O:2][C:3]1[CH:4]=[C:5]([N:12]2[CH2:17][CH2:16][CH:15]([N:18]3[CH2:23][C@@H:22]4[CH2:24][C@H:19]3[CH2:20][N:21]4C(OC(C)(C)C)=O)[CH2:14][CH2:13]2)[CH:6]=[CH:7][C:8]=1[N+:9]([O-:11])=[O:10].C(O)(C(F)(F)F)=O.C([O-])(O)=O.[Na+]. The catalyst is C(Cl)Cl. The product is [CH3:1][O:2][C:3]1[CH:4]=[C:5]([N:12]2[CH2:17][CH2:16][CH:15]([N:18]3[CH2:23][C@@H:22]4[CH2:24][C@H:19]3[CH2:20][NH:21]4)[CH2:14][CH2:13]2)[CH:6]=[CH:7][C:8]=1[N+:9]([O-:11])=[O:10]. The yield is 0.500.